Dataset: Reaction yield outcomes from USPTO patents with 853,638 reactions. Task: Predict the reaction yield, written as a fraction of the theoretical maximum amount of product (1.0 means a 100% yield; for example, 0.34 means a 34% yield). (1) The reactants are [CH2:1]([O:8][C:9]([NH:11][C@H:12]1[CH2:17][CH2:16][C@H:15]([O:18][C:19]([NH:21][C:22]2[CH:27]=[C:26]([CH2:28][CH2:29][CH2:30][C:31]([O:33]CC)=[O:32])[CH:25]=[CH:24][C:23]=2[C:36]2[CH:41]=[CH:40][CH:39]=[CH:38][CH:37]=2)=[O:20])[CH2:14][CH2:13]1)=[O:10])[C:2]1[CH:7]=[CH:6][CH:5]=[CH:4][CH:3]=1.[OH-].[Na+].O.Cl. The catalyst is O1CCCC1.C(OCC)C. The product is [CH2:1]([O:8][C:9]([NH:11][C@H:12]1[CH2:13][CH2:14][C@H:15]([O:18][C:19]([NH:21][C:22]2[CH:27]=[C:26]([CH2:28][CH2:29][CH2:30][C:31]([OH:33])=[O:32])[CH:25]=[CH:24][C:23]=2[C:36]2[CH:41]=[CH:40][CH:39]=[CH:38][CH:37]=2)=[O:20])[CH2:16][CH2:17]1)=[O:10])[C:2]1[CH:7]=[CH:6][CH:5]=[CH:4][CH:3]=1. The yield is 0.900. (2) The reactants are Br[C:2]1[CH:9]=[CH:8][C:5]([C:6]#[N:7])=[CH:4][C:3]=1[CH3:10].[F:11][C:12]([F:23])([F:22])[C:13]1[CH:18]=[CH:17][C:16](B(O)O)=[CH:15][CH:14]=1.C(=O)([O-])[O-].[K+].[K+].O1CCOCC1. The catalyst is C1C=CC([P]([Pd]([P](C2C=CC=CC=2)(C2C=CC=CC=2)C2C=CC=CC=2)([P](C2C=CC=CC=2)(C2C=CC=CC=2)C2C=CC=CC=2)[P](C2C=CC=CC=2)(C2C=CC=CC=2)C2C=CC=CC=2)(C2C=CC=CC=2)C2C=CC=CC=2)=CC=1.O. The product is [CH3:10][C:3]1[CH:4]=[C:5]([C:6]#[N:7])[CH:8]=[CH:9][C:2]=1[C:16]1[CH:17]=[CH:18][C:13]([C:12]([F:23])([F:22])[F:11])=[CH:14][CH:15]=1. The yield is 0.950.